From a dataset of Full USPTO retrosynthesis dataset with 1.9M reactions from patents (1976-2016). Predict the reactants needed to synthesize the given product. (1) Given the product [O:40]1[C:49]2[CH:48]=[C:47]([CH2:50][NH:3][CH:4]3[CH2:9][CH2:8][N:7]([CH2:10][C@H:11]4[N:22]5[C:23]6[C:18]([CH:19]=[CH:20][C:21]5=[O:24])=[C:17](/[CH:25]=[CH:26]/[C:27]([O:29][CH2:30][CH3:31])=[O:28])[CH:16]=[C:15]([F:32])[C:14]=6[O:13][CH2:12]4)[CH2:6][CH2:5]3)[N:46]=[CH:45][C:44]=2[O:43][CH2:42][CH2:41]1, predict the reactants needed to synthesize it. The reactants are: Cl.Cl.[NH2:3][CH:4]1[CH2:9][CH2:8][N:7]([CH2:10][C@H:11]2[N:22]3[C:23]4[C:18]([CH:19]=[CH:20][C:21]3=[O:24])=[C:17](/[CH:25]=[CH:26]/[C:27]([O:29][CH2:30][CH3:31])=[O:28])[CH:16]=[C:15]([F:32])[C:14]=4[O:13][CH2:12]2)[CH2:6][CH2:5]1.C(N(CC)CC)C.[O:40]1[C:49]2[CH:48]=[C:47]([CH:50]=O)[N:46]=[CH:45][C:44]=2[O:43][CH2:42][CH2:41]1.C(O[BH-](OC(=O)C)OC(=O)C)(=O)C.[Na+]. (2) Given the product [CH3:30][NH:31][C:2]1[C:15]2[CH2:14][CH2:13][N:12]3[C:8](=[N:9][C:10]([C:16]4[CH:21]=[CH:20][CH:19]=[CH:18][CH:17]=4)=[CH:11]3)[CH:7]([O:22][CH:23]3[CH2:28][CH2:27][N:26]([CH3:29])[CH2:25][CH2:24]3)[C:6]=2[CH:5]=[CH:4][CH:3]=1, predict the reactants needed to synthesize it. The reactants are: Br[C:2]1[C:15]2[CH2:14][CH2:13][N:12]3[C:8](=[N:9][C:10]([C:16]4[CH:21]=[CH:20][CH:19]=[CH:18][CH:17]=4)=[CH:11]3)[CH:7]([O:22][CH:23]3[CH2:28][CH2:27][N:26]([CH3:29])[CH2:25][CH2:24]3)[C:6]=2[CH:5]=[CH:4][CH:3]=1.[CH3:30][NH2:31].CO.C(=O)([O-])[O-].[Cs+].[Cs+]. (3) Given the product [Si:1]([O:8][CH2:9][CH2:10][CH2:11][C:12]([OH:14])=[O:13])([C:4]([CH3:7])([CH3:6])[CH3:5])([CH3:3])[CH3:2], predict the reactants needed to synthesize it. The reactants are: [Si:1]([O:8][CH2:9][CH2:10][CH2:11][C:12]([O:14][Li])=[O:13])([C:4]([CH3:7])([CH3:6])[CH3:5])([CH3:3])[CH3:2].OS([O-])(=O)=O.[K+].